Task: Regression. Given two drug SMILES strings and cell line genomic features, predict the synergy score measuring deviation from expected non-interaction effect.. Dataset: NCI-60 drug combinations with 297,098 pairs across 59 cell lines (1) Cell line: SNB-19. Synergy scores: CSS=34.5, Synergy_ZIP=3.98, Synergy_Bliss=10.3, Synergy_Loewe=10.8, Synergy_HSA=11.3. Drug 1: CC(CN1CC(=O)NC(=O)C1)N2CC(=O)NC(=O)C2. Drug 2: CCN(CC)CCCC(C)NC1=C2C=C(C=CC2=NC3=C1C=CC(=C3)Cl)OC. (2) Drug 1: CC1=C2C(C(=O)C3(C(CC4C(C3C(C(C2(C)C)(CC1OC(=O)C(C(C5=CC=CC=C5)NC(=O)OC(C)(C)C)O)O)OC(=O)C6=CC=CC=C6)(CO4)OC(=O)C)O)C)O. Drug 2: C(CN)CNCCSP(=O)(O)O. Cell line: SR. Synergy scores: CSS=44.1, Synergy_ZIP=3.15, Synergy_Bliss=-0.205, Synergy_Loewe=-73.1, Synergy_HSA=0.688. (3) Drug 1: CC1=CC=C(C=C1)C2=CC(=NN2C3=CC=C(C=C3)S(=O)(=O)N)C(F)(F)F. Drug 2: C1=CN(C(=O)N=C1N)C2C(C(C(O2)CO)O)O.Cl. Cell line: UO-31. Synergy scores: CSS=27.9, Synergy_ZIP=-0.631, Synergy_Bliss=1.87, Synergy_Loewe=-16.5, Synergy_HSA=1.36. (4) Drug 1: CC(C1=C(C=CC(=C1Cl)F)Cl)OC2=C(N=CC(=C2)C3=CN(N=C3)C4CCNCC4)N. Drug 2: CN1CCC(CC1)COC2=C(C=C3C(=C2)N=CN=C3NC4=C(C=C(C=C4)Br)F)OC. Cell line: NCI-H226. Synergy scores: CSS=22.8, Synergy_ZIP=-0.994, Synergy_Bliss=8.18, Synergy_Loewe=7.07, Synergy_HSA=7.97. (5) Drug 1: CNC(=O)C1=CC=CC=C1SC2=CC3=C(C=C2)C(=NN3)C=CC4=CC=CC=N4. Drug 2: CN1C(=O)N2C=NC(=C2N=N1)C(=O)N. Cell line: SN12C. Synergy scores: CSS=3.70, Synergy_ZIP=-1.60, Synergy_Bliss=-2.36, Synergy_Loewe=-19.2, Synergy_HSA=-2.20. (6) Synergy scores: CSS=51.9, Synergy_ZIP=3.80, Synergy_Bliss=3.69, Synergy_Loewe=7.00, Synergy_HSA=10.2. Drug 2: CC1=C2C(C(=O)C3(C(CC4C(C3C(C(C2(C)C)(CC1OC(=O)C(C(C5=CC=CC=C5)NC(=O)C6=CC=CC=C6)O)O)OC(=O)C7=CC=CC=C7)(CO4)OC(=O)C)O)C)OC(=O)C. Cell line: T-47D. Drug 1: CC1=C2C(C(=O)C3(C(CC4C(C3C(C(C2(C)C)(CC1OC(=O)C(C(C5=CC=CC=C5)NC(=O)OC(C)(C)C)O)O)OC(=O)C6=CC=CC=C6)(CO4)OC(=O)C)OC)C)OC. (7) Drug 1: CC1=C(C=C(C=C1)C(=O)NC2=CC(=CC(=C2)C(F)(F)F)N3C=C(N=C3)C)NC4=NC=CC(=N4)C5=CN=CC=C5. Drug 2: CCCCC(=O)OCC(=O)C1(CC(C2=C(C1)C(=C3C(=C2O)C(=O)C4=C(C3=O)C=CC=C4OC)O)OC5CC(C(C(O5)C)O)NC(=O)C(F)(F)F)O. Cell line: SK-OV-3. Synergy scores: CSS=22.6, Synergy_ZIP=7.63, Synergy_Bliss=6.40, Synergy_Loewe=0.479, Synergy_HSA=0.901.